This data is from Forward reaction prediction with 1.9M reactions from USPTO patents (1976-2016). The task is: Predict the product of the given reaction. (1) Given the reactants [NH:1]1[C:5]2=[N:6][CH:7]=[C:8]([O:10][C:11]3[CH:20]=[C:19]([N:21]4[CH2:26][CH2:25][N:24]([CH2:27][C:28]5[CH2:29][C:30]6([CH2:36][CH2:37][C:38]=5[C:39]5[CH:44]=[CH:43][C:42]([Cl:45])=[CH:41][CH:40]=5)[CH2:35][CH2:34][NH:33][CH2:32][CH2:31]6)[CH2:23][CH2:22]4)[CH:18]=[CH:17][C:12]=3[C:13]([O:15][CH3:16])=[O:14])[CH:9]=[C:4]2[CH:3]=[CH:2]1.[F:46][CH2:47][C:48]([CH2:50][F:51])=O.C(O[BH-](OC(=O)C)OC(=O)C)(=O)C.[Na+], predict the reaction product. The product is: [NH:1]1[C:5]2=[N:6][CH:7]=[C:8]([O:10][C:11]3[CH:20]=[C:19]([N:21]4[CH2:22][CH2:23][N:24]([CH2:27][C:28]5[CH2:29][C:30]6([CH2:36][CH2:37][C:38]=5[C:39]5[CH:40]=[CH:41][C:42]([Cl:45])=[CH:43][CH:44]=5)[CH2:31][CH2:32][N:33]([CH:48]([CH2:50][F:51])[CH2:47][F:46])[CH2:34][CH2:35]6)[CH2:25][CH2:26]4)[CH:18]=[CH:17][C:12]=3[C:13]([O:15][CH3:16])=[O:14])[CH:9]=[C:4]2[CH:3]=[CH:2]1. (2) Given the reactants [CH2:1]([N:8]([C@H:16]1[CH2:21][CH2:20][C@H:19]([C:22]2[CH:27]=[CH:26][C:25]([OH:28])=[CH:24][CH:23]=2)[CH2:18][CH2:17]1)[C:9](=[O:15])[O:10][C:11]([CH3:14])([CH3:13])[CH3:12])[C:2]1[CH:7]=[CH:6][CH:5]=[CH:4][CH:3]=1.[H-].[Na+].Br[CH2:32][C:33]([O:35][CH2:36][CH3:37])=[O:34].[Cl-].[NH4+], predict the reaction product. The product is: [CH2:1]([N:8]([C:9]([O:10][C:11]([CH3:14])([CH3:13])[CH3:12])=[O:15])[C@H:16]1[CH2:17][CH2:18][C@H:19]([C:22]2[CH:27]=[CH:26][C:25]([O:28][CH2:32][C:33]([O:35][CH2:36][CH3:37])=[O:34])=[CH:24][CH:23]=2)[CH2:20][CH2:21]1)[C:2]1[CH:3]=[CH:4][CH:5]=[CH:6][CH:7]=1.